Dataset: Full USPTO retrosynthesis dataset with 1.9M reactions from patents (1976-2016). Task: Predict the reactants needed to synthesize the given product. (1) Given the product [Cl:1][C:2]1[C:3]([O:9][CH2:10][F:11])=[CH:4][CH:5]=[C:6]([F:8])[C:7]=1[CH:20]=[O:21], predict the reactants needed to synthesize it. The reactants are: [Cl:1][C:2]1[CH:7]=[C:6]([F:8])[CH:5]=[CH:4][C:3]=1[O:9][CH2:10][F:11].[Li]CCCC.CN([CH:20]=[O:21])C.Cl. (2) Given the product [Br:1][C:2]1[CH:7]=[CH:6][C:5]([C:8]2[NH:12][C:11]([C@@H:13]3[CH2:17][CH2:16][CH2:15][N:14]3[C:35](=[O:36])[C@@H:34]([NH:33][C:31](=[O:32])[O:30][CH3:29])[CH:38]([CH3:40])[CH3:39])=[N:10][CH:9]=2)=[CH:4][C:3]=1[C:25]#[C:26][CH3:27], predict the reactants needed to synthesize it. The reactants are: [Br:1][C:2]1[CH:7]=[CH:6][C:5]([C:8]2[NH:12][C:11]([C@@H:13]3[CH2:17][CH2:16][CH2:15][N:14]3C(OC(C)(C)C)=O)=[N:10][CH:9]=2)=[CH:4][C:3]=1[C:25]#[C:26][CH3:27].Cl.[CH3:29][O:30][C:31]([NH:33][C@@H:34]([CH:38]([CH3:40])[CH3:39])[C:35](O)=[O:36])=[O:32].CN(C(ON1N=NC2C=CC=NC1=2)=[N+](C)C)C.F[P-](F)(F)(F)(F)F.CCN(C(C)C)C(C)C. (3) Given the product [Cl:1][C:2]1[CH:3]=[C:4]2[C:8](=[CH:9][CH:10]=1)[NH:7][C:6]([C:11]([NH:16][NH2:17])=[O:13])=[CH:5]2, predict the reactants needed to synthesize it. The reactants are: [Cl:1][C:2]1[CH:3]=[C:4]2[C:8](=[CH:9][CH:10]=1)[NH:7][C:6]([C:11]([OH:13])=O)=[CH:5]2.O.O[N:16]1C2C=CC=CC=2N=[N:17]1.Cl.CN(C)CCCN=C=NCC.O.NN. (4) Given the product [CH:1]1([N:5]2[CH2:6][CH2:7][CH:8]([O:11][C:12]3[CH:17]=[CH:16][C:15]([N:18]4[C:22]([CH3:23])=[CH:21][C:20]([C:24]([N:29]5[CH2:33][CH2:32][CH2:31][CH2:30]5)=[O:26])=[C:19]4[CH3:28])=[CH:14][CH:13]=3)[CH2:9][CH2:10]2)[CH2:4][CH2:3][CH2:2]1, predict the reactants needed to synthesize it. The reactants are: [CH:1]1([N:5]2[CH2:10][CH2:9][CH:8]([O:11][C:12]3[CH:17]=[CH:16][C:15]([N:18]4[C:22]([CH3:23])=[CH:21][C:20]([C:24]([O:26]C)=O)=[C:19]4[CH3:28])=[CH:14][CH:13]=3)[CH2:7][CH2:6]2)[CH2:4][CH2:3][CH2:2]1.[NH:29]1[CH2:33][CH2:32][CH2:31][CH2:30]1. (5) Given the product [CH2:1]([O:3][C@@H:4]([CH2:11][C:12]1[CH:17]=[CH:16][C:15]([O:18][CH2:19][C@H:20]([OH:21])[C:22]2[CH:27]=[CH:26][CH:25]=[C:24]([O:28][CH3:29])[CH:23]=2)=[CH:14][CH:13]=1)[C:5]([N:7]([O:9][CH3:10])[CH3:8])=[O:6])[CH3:2], predict the reactants needed to synthesize it. The reactants are: [CH2:1]([O:3][C@@H:4]([CH2:11][C:12]1[CH:17]=[CH:16][C:15]([O:18][CH2:19][C:20]([C:22]2[CH:27]=[CH:26][CH:25]=[C:24]([O:28][CH3:29])[CH:23]=2)=[O:21])=[CH:14][CH:13]=1)[C:5]([N:7]([O:9][CH3:10])[CH3:8])=[O:6])[CH3:2].